This data is from Reaction yield outcomes from USPTO patents with 853,638 reactions. The task is: Predict the reaction yield, written as a fraction of the theoretical maximum amount of product (1.0 means a 100% yield; for example, 0.34 means a 34% yield). (1) The reactants are O=P(Cl)(Cl)Cl.[CH3:6][C:7](=[N:10][NH:11][C:12](N)=O)[CH2:8][CH3:9].[OH-].[Na+].CN([CH:20]=[O:21])C. No catalyst specified. The product is [CH2:8]([C:7]1[C:6]([CH:20]=[O:21])=[CH:12][NH:11][N:10]=1)[CH3:9]. The yield is 0.160. (2) The reactants are Br[C:2]1[N:7]=[CH:6][C:5]2[N:8]=[C:9]([C:17]3[C:18]([NH2:22])=[N:19][O:20][N:21]=3)[N:10]([C:11]3[CH:16]=[CH:15][CH:14]=[CH:13][CH:12]=3)[C:4]=2[CH:3]=1.[OH:23][C:24]1[CH:25]=[C:26]([CH:31]=[CH:32][CH:33]=1)[C:27]([O:29][CH3:30])=[O:28].N1C2C(=CC=C3C=2N=CC=C3)C=CC=1.C(=O)([O-])[O-].[Cs+].[Cs+]. The catalyst is C1(C)C=CC=CC=1.C(OCC)(=O)C.[Cu]I. The product is [NH2:22][C:18]1[C:17]([C:9]2[N:10]([C:11]3[CH:16]=[CH:15][CH:14]=[CH:13][CH:12]=3)[C:4]3[CH:3]=[C:2]([O:23][C:24]4[CH:25]=[C:26]([CH:31]=[CH:32][CH:33]=4)[C:27]([O:29][CH3:30])=[O:28])[N:7]=[CH:6][C:5]=3[N:8]=2)=[N:21][O:20][N:19]=1. The yield is 0.330. (3) The reactants are [F:1][CH:2]([F:42])[C:3]1[CH:12]=[C:11]2[C:6]([CH2:7][CH2:8][CH2:9][N:10]2[C:13]2[C:17]3[CH2:18][N:19]([C:22]([O:24]C(C)(C)C)=O)[CH2:20][CH2:21][C:16]=3[N:15]([CH:29]3[CH2:35][CH2:34][CH2:33]O[CH2:31][CH2:30]3)[N:14]=2)=[CH:5][C:4]=1[C:36]1[CH:37]=[N:38][N:39]([CH3:41])[CH:40]=1.[CH:43]1([N:49]2C3CCN(C(OC(C)(C)C)=O)CC=3C(N3C4C(=CC(C5C=NN(C)C=5)=C(C(F)F)C=4)CCC3)=N2)CCCCC1.FC(F)(F)C(O)=O.C(N(CC)CC)C.CNC(N1C=CN=C1)=O. The catalyst is ClCCl. The product is [CH:29]1([N:15]2[C:16]3[CH2:21][CH2:20][N:19]([C:22]([NH:49][CH3:43])=[O:24])[CH2:18][C:17]=3[C:13]([N:10]3[C:11]4[C:6](=[CH:5][C:4]([C:36]5[CH:37]=[N:38][N:39]([CH3:41])[CH:40]=5)=[C:3]([CH:2]([F:42])[F:1])[CH:12]=4)[CH2:7][CH2:8][CH2:9]3)=[N:14]2)[CH2:35][CH2:34][CH2:33][CH2:31][CH2:30]1. The yield is 0.430.